From a dataset of Full USPTO retrosynthesis dataset with 1.9M reactions from patents (1976-2016). Predict the reactants needed to synthesize the given product. Given the product [F:15][C:14]([F:16])([F:17])[CH2:13][C:12]([N:11]([CH2:10][C@@:9]([N:23]([CH3:24])[C:34](=[O:38])[C:35]([N:42]([CH2:40][CH3:41])[C:43]1[CH:48]=[CH:47][CH:46]=[CH:45][CH:44]=1)=[O:36])([C:4]1[CH:5]=[CH:6][C:7]([Cl:8])=[C:2]([Cl:1])[CH:3]=1)[CH2:20][CH:21]=[CH2:22])[CH3:19])=[O:18], predict the reactants needed to synthesize it. The reactants are: [Cl:1][C:2]1[CH:3]=[C:4]([C@@:9]([NH:23][CH3:24])([CH2:20][CH:21]=[CH2:22])[CH2:10][N:11]([CH3:19])[C:12](=[O:18])[CH2:13][C:14]([F:17])([F:16])[F:15])[CH:5]=[CH:6][C:7]=1[Cl:8].C(N(CC)C(C)C)(C)C.[C:34](Cl)(=[O:38])[C:35](Cl)=[O:36].[CH2:40]([NH:42][C:43]1[CH:48]=[CH:47][CH:46]=[CH:45][CH:44]=1)[CH3:41].